From a dataset of Reaction yield outcomes from USPTO patents with 853,638 reactions. Predict the reaction yield, written as a fraction of the theoretical maximum amount of product (1.0 means a 100% yield; for example, 0.34 means a 34% yield). The reactants are [Cl:1][C:2]1[C:3]([NH2:10])=[N:4][C:5]([CH3:9])=[N:6][C:7]=1[CH3:8].[CH2:11]([O:14][C:15]1[CH:16]=[C:17]([CH:20]=[CH:21][C:22]=1[O:23][CH2:24][C:25]1[CH:30]=[CH:29][CH:28]=[CH:27][CH:26]=1)[CH2:18]Cl)[CH:12]=[CH2:13].CC([O-])(C)C.[K+].O. The catalyst is C(O)(C)(C)C. The product is [CH2:11]([O:14][C:15]1[CH:16]=[C:17]([CH:20]=[CH:21][C:22]=1[O:23][CH2:24][C:25]1[CH:30]=[CH:29][CH:28]=[CH:27][CH:26]=1)[CH2:18][NH:10][C:3]1[C:2]([Cl:1])=[C:7]([CH3:8])[N:6]=[C:5]([CH3:9])[N:4]=1)[CH:12]=[CH2:13]. The yield is 0.780.